This data is from Full USPTO retrosynthesis dataset with 1.9M reactions from patents (1976-2016). The task is: Predict the reactants needed to synthesize the given product. (1) The reactants are: [C:1]([O:5][C:6](=[O:39])[C@@H:7]([NH:13][C:14]([NH:16][C@@H:17]([CH2:25][CH2:26][CH2:27][CH2:28][NH:29][C:30](=[O:38])[C:31]1[CH:36]=[CH:35][CH:34]=[C:33]([I:37])[CH:32]=1)[C:18]([O:20][C:21]([CH3:24])([CH3:23])[CH3:22])=[O:19])=[O:15])[CH2:8][CH2:9][C:10]([OH:12])=O)([CH3:4])([CH3:3])[CH3:2].[S:40]([NH2:50])(=[O:49])([C:42]1[CH:47]=[CH:46][C:45]([NH2:48])=[CH:44][CH:43]=1)=[O:41].CN(C(ON1N=NC2C=CC=NC1=2)=[N+](C)C)C.F[P-](F)(F)(F)(F)F.CCN(C(C)C)C(C)C. Given the product [C:1]([O:5][C:6](=[O:39])[C@@H:7]([NH:13][C:14](=[O:15])[NH:16][C@@H:17]([CH2:25][CH2:26][CH2:27][CH2:28][NH:29][C:30](=[O:38])[C:31]1[CH:36]=[CH:35][CH:34]=[C:33]([I:37])[CH:32]=1)[C:18]([O:20][C:21]([CH3:22])([CH3:24])[CH3:23])=[O:19])[CH2:8][CH2:9][C:10](=[O:12])[NH:48][C:45]1[CH:46]=[CH:47][C:42]([S:40](=[O:49])(=[O:41])[NH2:50])=[CH:43][CH:44]=1)([CH3:3])([CH3:4])[CH3:2], predict the reactants needed to synthesize it. (2) The reactants are: [NH2:1][C:2]1[N:10]=[C:9]([F:11])[CH:8]=[CH:7][C:3]=1[C:4]([OH:6])=O.[Cl:12][C:13]1[CH:18]=[CH:17][C:16]([O:19][C:20]2[CH:21]=[C:22]([CH:25]=[CH:26][CH:27]=2)[CH2:23][NH2:24])=[CH:15][CH:14]=1.CN([P+](ON1N=NC2C=CC=CC1=2)(N(C)C)N(C)C)C.F[P-](F)(F)(F)(F)F.C(=O)(O)[O-].[Na+]. Given the product [Cl:12][C:13]1[CH:18]=[CH:17][C:16]([O:19][C:20]2[CH:21]=[C:22]([CH2:23][NH:24][C:4](=[O:6])[C:3]3[CH:7]=[CH:8][C:9]([F:11])=[N:10][C:2]=3[NH2:1])[CH:25]=[CH:26][CH:27]=2)=[CH:15][CH:14]=1, predict the reactants needed to synthesize it. (3) Given the product [C:26]([OH:21])([C:25]([F:31])([F:30])[F:24])=[O:43].[CH3:22][C:3]1[C:2]([NH:29][C:26]2([C:25]([F:31])([F:30])[F:24])[CH2:28][CH2:27]2)=[N:11][C:10]2[C:5](=[CH:6][CH:7]=[CH:8][C:9]=2[C:12]2[NH:20][C:19]3[CH2:18][CH2:17][NH:16][C:15](=[O:21])[C:14]=3[CH:13]=2)[N:4]=1, predict the reactants needed to synthesize it. The reactants are: Cl[C:2]1[C:3]([CH3:22])=[N:4][C:5]2[C:10]([N:11]=1)=[C:9]([C:12]1[NH:20][C:19]3[CH2:18][CH2:17][NH:16][C:15](=[O:21])[C:14]=3[CH:13]=1)[CH:8]=[CH:7][CH:6]=2.Cl.[F:24][C:25]([F:31])([F:30])[C:26]1([NH2:29])[CH2:28][CH2:27]1.[O-]P([O-])([O-])=O.[K+].[K+].[K+].C(#N)C.[OH2:43].